This data is from Reaction yield outcomes from USPTO patents with 853,638 reactions. The task is: Predict the reaction yield, written as a fraction of the theoretical maximum amount of product (1.0 means a 100% yield; for example, 0.34 means a 34% yield). (1) The reactants are [NH2:1][C@H:2]([C:42]1[CH:47]=[CH:46][CH:45]=[CH:44][CH:43]=1)[CH2:3][N:4]1[C:9](=[O:10])[C:8]2[C:11]3([O:27][CH2:28][C:7]=2[N:6]([CH2:29][C:30]2[C:35]([C:36]([F:39])([F:38])[F:37])=[CH:34][CH:33]=[CH:32][C:31]=2[F:40])[C:5]1=[O:41])[CH2:16][CH2:15][N:14]([CH2:17][C:18]1[O:19][C:20]([C:23]([F:26])([F:25])[F:24])=[CH:21][CH:22]=1)[CH2:13][CH2:12]3.[CH2:48]([O:55][N:56]([CH2:59][CH2:60][CH2:61]Br)[CH:57]=[O:58])[C:49]1[CH:54]=[CH:53][CH:52]=[CH:51][CH:50]=1. No catalyst specified. The yield is 0.210. The product is [CH2:48]([O:55][N:56]([CH2:59][CH2:60][CH2:61][NH:1][C@H:2]([C:42]1[CH:43]=[CH:44][CH:45]=[CH:46][CH:47]=1)[CH2:3][N:4]1[C:9](=[O:10])[C:8]2[C:11]3([O:27][CH2:28][C:7]=2[N:6]([CH2:29][C:30]2[C:35]([C:36]([F:39])([F:38])[F:37])=[CH:34][CH:33]=[CH:32][C:31]=2[F:40])[C:5]1=[O:41])[CH2:12][CH2:13][N:14]([CH2:17][C:18]1[O:19][C:20]([C:23]([F:24])([F:25])[F:26])=[CH:21][CH:22]=1)[CH2:15][CH2:16]3)[CH:57]=[O:58])[C:49]1[CH:54]=[CH:53][CH:52]=[CH:51][CH:50]=1. (2) The product is [C:1]([O:5][C:6]([CH:7]1[CH:23]([C:19]2[CH:20]=[CH:21][CH:22]=[C:17]([Cl:16])[C:18]=2[F:35])[C:24]([C:27]2[CH:32]=[CH:31][C:30]([Cl:33])=[CH:29][C:28]=2[F:34])([C:25]#[N:26])[CH:9]([CH2:10][C:11]([CH3:14])([CH3:13])[CH3:12])[NH:8]1)=[O:15])([CH3:4])([CH3:3])[CH3:2]. The reactants are [C:1]([O:5][C:6](=[O:15])[CH2:7]/[N:8]=[CH:9]/[CH2:10][C:11]([CH3:14])([CH3:13])[CH3:12])([CH3:4])([CH3:3])[CH3:2].[Cl:16][C:17]1[C:18]([F:35])=[C:19](/[CH:23]=[C:24](/[C:27]2[CH:32]=[CH:31][C:30]([Cl:33])=[CH:29][C:28]=2[F:34])\[C:25]#[N:26])[CH:20]=[CH:21][CH:22]=1.C(N(CC)CC)C. The yield is 0.718. The catalyst is ClCCl.